The task is: Predict the reactants needed to synthesize the given product.. This data is from Full USPTO retrosynthesis dataset with 1.9M reactions from patents (1976-2016). Given the product [CH3:18][O:17][C:15]([N:1]1[CH2:5][CH2:4][CH2:3][C@H:2]1[C:6]([OH:8])=[O:7])=[O:16], predict the reactants needed to synthesize it. The reactants are: [NH:1]1[CH2:5][CH2:4][CH2:3][C@H:2]1[C:6]([OH:8])=[O:7].C([O-])(O)=O.[Na+].Cl[C:15]([O:17][CH3:18])=[O:16].